Dataset: Forward reaction prediction with 1.9M reactions from USPTO patents (1976-2016). Task: Predict the product of the given reaction. (1) Given the reactants [NH2:1][C:2]1[CH:3]=[CH:4][C:5](Br)=[C:6]([CH:9]=1)[C:7]#[N:8].[CH:11]1(B(O)O)[CH2:13][CH2:12]1.C([O-])([O-])=O.[Cs+].[Cs+].C1(P(C2CCCCC2)C2CCCCC2)CCCCC1, predict the reaction product. The product is: [NH2:1][C:2]1[CH:3]=[CH:4][C:5]([CH:11]2[CH2:13][CH2:12]2)=[C:6]([CH:9]=1)[C:7]#[N:8]. (2) Given the reactants [CH2:1]([N:8]1[CH2:13][CH2:12][C:11](=[O:14])[CH2:10][CH2:9]1)[C:2]1[CH:7]=[CH:6][CH:5]=[CH:4][CH:3]=1.C[Li].[CH2:17]1COCC1, predict the reaction product. The product is: [CH2:1]([N:8]1[CH2:13][CH2:12][C:11]([CH3:17])([OH:14])[CH2:10][CH2:9]1)[C:2]1[CH:3]=[CH:4][CH:5]=[CH:6][CH:7]=1. (3) Given the reactants COCCOC[N:7]1[C:15](=[O:16])[C:14]2[N:13]=[C:12]([S:17][C:18]3[CH:23]=[C:22]([O:24][CH3:25])[CH:21]=[CH:20][C:19]=3[O:26][CH3:27])[N:11]([CH2:28][CH2:29][CH2:30][CH3:31])[C:10]=2[N:9]=C1.[OH-].[Na+].Cl, predict the reaction product. The product is: [NH2:9][C:10]1[N:11]([CH2:28][CH2:29][CH2:30][CH3:31])[C:12]([S:17][C:18]2[CH:23]=[C:22]([O:24][CH3:25])[CH:21]=[CH:20][C:19]=2[O:26][CH3:27])=[N:13][C:14]=1[C:15]([NH2:7])=[O:16]. (4) Given the reactants [O:1]=[C:2]1[N:7]([CH:8]([CH2:12][CH2:13][CH3:14])[CH2:9][CH2:10][CH3:11])[CH2:6][CH2:5][N:4]2[C:15]([C:18]([OH:20])=O)=[CH:16][CH:17]=[C:3]12.Cl.[NH2:22][C@@H:23]([CH2:41][C:42]1[CH:47]=[CH:46][CH:45]=[CH:44][CH:43]=1)[C@H:24]([OH:40])[CH2:25][NH:26][C:27]1([C:30]2[CH:35]=[CH:34][CH:33]=[C:32]([C:36]([F:39])([F:38])[F:37])[CH:31]=2)[CH2:29][CH2:28]1.Cl.CN(C)CCCN=C=NCC.C(N(CC)C(C)C)(C)C, predict the reaction product. The product is: [CH2:41]([C@H:23]([NH:22][C:18]([C:15]1[N:4]2[CH2:5][CH2:6][N:7]([CH:8]([CH2:9][CH2:10][CH3:11])[CH2:12][CH2:13][CH3:14])[C:2](=[O:1])[C:3]2=[CH:17][CH:16]=1)=[O:20])[C@H:24]([OH:40])[CH2:25][NH:26][C:27]1([C:30]2[CH:35]=[CH:34][CH:33]=[C:32]([C:36]([F:37])([F:38])[F:39])[CH:31]=2)[CH2:28][CH2:29]1)[C:42]1[CH:47]=[CH:46][CH:45]=[CH:44][CH:43]=1.